From a dataset of Experimentally validated miRNA-target interactions with 360,000+ pairs, plus equal number of negative samples. Binary Classification. Given a miRNA mature sequence and a target amino acid sequence, predict their likelihood of interaction. (1) The miRNA is hsa-miR-23a-3p with sequence AUCACAUUGCCAGGGAUUUCC. The protein sequence of the target gene is MAGYLPPKGYAPSPPPPYPVTPGYPEPALHPGPGQAPVPAQVPAPAPGFALFPSPGPVALGSAAPFLPLPGVPSGLEFLVQIDQILIHQKAERVETFLGWETCNRYELRSGAGQPLGQAAEESNCCARLCCGARRPLRVRLADPGDREVLRLLRPLHCGCSCCPCGLQEMEVQAPPGTTIGHVLQTWHPFLPKFSIQDADRQTVLRVVGPCWTCGCGTDTNFEVKTRDESRSVGRISKQWGGLVREALTDADDFGLQFPLDLDVRVKAVLLGATFLIDYMFFEKRGGAGPSAVTS. Result: 0 (no interaction). (2) The miRNA is hsa-miR-3671 with sequence AUCAAAUAAGGACUAGUCUGCA. The protein sequence of the target gene is MASGGGSLGLIVFLLLLQPKPCEAWAAASVLSTSGFPSGFSEAPRDNPPPPTRVRMSKATTRSPFMNFSLVCGQPFMKIMGGVDAEEGKWPWQVSVRVRHMHVCGGSLINSQWVLTAAHCIYSRIQYNVKVGDRSVYRQNTSLVIPIKTIFVHPKFSTTIVVKNDIALLKLQHPVNFTTNIYPVCIPSESFPVKAGTKCWVTGWGKLVPGAPDVPTEILQEVDQNVILYEECNEMLKKATSSSVDLVKRGMVCGYKERGKDACQGDSGGPMSCEFENKWVQVGVVSWGISCGRKGYPGVY.... Result: 0 (no interaction). (3) The miRNA is dme-miR-308-3p with sequence AAUCACAGGAUUAUACUGUGAG. The protein sequence of the target gene is MRMLVSGRRVKKWQLIIQLFATCFLASLMFFWEPIDNHIVSHMKSYSYRYLINSYDFVNDTLSLKHTSAGPRYQYLINHKEKCQAQDVLLLLFVKTAPENYDRRSGIRRTWGNENYVRSQLNANIKTLFALGTPNPLEGEELQRKLAWEDQRYNDIIQQDFVDSFYNLTLKLLMQFSWANTYCPHAKFLMTADDDIFIHMPNLIEYLQSLEQIGVQDFWIGRVHRGAPPIRDKSSKYYVSYEMYQWPAYPDYTAGAAYVISGDVAAKVYEASQTLNSSLYIDDVFMGLCANKIGIVPQDH.... Result: 0 (no interaction). (4) The miRNA is hsa-miR-3940-5p with sequence GUGGGUUGGGGCGGGCUCUG. The protein sequence of the target gene is MAVLARQLQRLLWTACKKKEREKEGREEEEEEEAGRRAPEGPRSLLTAPRRAQRPHGGAEASGGLRFGASAAQGWRARMEDAHCTWLSLPGLPPGWALFAVLDGHGGARAARFGARHLPGHVLQELGPEPSEPEGVREALRRAFLSADERLRSLWPRVETGGCTAVVLLVSPRFLYLAHCGDSRAVLSRAGAVAFSTEDHRPLRPRERERIHAAGGTIRRRRVEGSLAVSRALGDFTYKEAPGRPPELQLVSAEPEVAALARQAEDEFMLLASDGVWDTVSGAALAGLVASRLRLGLAPE.... Result: 1 (interaction). (5) The miRNA is mmu-miR-1906 with sequence UGCAGCAGCCUGAGGCAGGGCU. The protein sequence of the target gene is MLASVAGPVSLALVLLLCTRPATGQDCSAQCQCAAEAAPRCPAGVSLVLDGCGCCRVCAKQLGELCTERDPCDPHKGLFCDFGSPANRKIGVCTAKDGAPCVFGGSVYRSGESFQSSCKYQCTCLDGAVGCVPLCSMDVRLPSPDCPFPRRVKLPGKCCEEWVCDEPKDRTVVGPALAAYRLEDTFGPDPTMMRANCLVQTTEWSACSKTCGMGISTRVTNDNTFCRLEKQSRLCMVRPCEADLEENIKKGKKCIRTPKIAKPVKFELSGCTSVKTYRAKFCGVCTDGRCCTPHRTTTLP.... Result: 0 (no interaction). (6) The miRNA is hsa-miR-7976 with sequence UGCCCUGAGACUUUUGCUC. The protein sequence of the target gene is MDSVRPLWLMLLSLLLVGTALGDASQAPPGNNAEICLLPPDDGPCRARIPSYYYDRYTQSCREFMYGGCEGNANNFETLEACNEACWKIEKVPKICRLKVNKKQCGELREQYFFNLSSMTCKKFISGGCHSNENRFPDEATCMDFCAPKRAPVFCYSPKDEGLCSANVTRYYFNPRHKACEAFNYTGCGGNDNNFVNLKDCKRTCVKALKKEKNKKMPRLLLANRRLKIKKKQF. Result: 0 (no interaction). (7) The miRNA is hsa-miR-3913-3p with sequence AGACAUCAAGAUCAGUCCCAAA. The protein sequence of the target gene is MGDWSALGKLLDKVQAYSTAGGKVWLSVLFIFRILLLGTAVESAWGDEQSAFRCNTQQPGCENVCYDKSFPISHVRFWVLQIIFVSVPTLLYLAHVFYVMRKEEKLNKKEEELKVAQTDGVNVEMHLKQIEIKKFKYGIEEHGKVKMRGGLLRTYIISILFKSVFEVAFLLIQWYIYGFSLSAVYTCKRDPCPHQVDCFLSRPTEKTIFIIFMLVVSLVSLALNIIELFYVFFKGVKDRVKGRSDPYHATTGPLSPSKDCGSPKYAYFNGCSSPTAPLSPMSPPGYKLVTGDRNNSSCRN.... Result: 0 (no interaction).